This data is from Reaction yield outcomes from USPTO patents with 853,638 reactions. The task is: Predict the reaction yield, written as a fraction of the theoretical maximum amount of product (1.0 means a 100% yield; for example, 0.34 means a 34% yield). The reactants are [Br:1][C:2]1[CH:14]=[CH:13][C:12]2[C:11]3[C:6](=[CH:7][CH:8]=[CH:9][CH:10]=3)C[C:4]=2[CH:3]=1.[CH3:15]C(C)([O-])C.[K+].CI.C(O[CH2:27][CH3:28])(=O)C. The catalyst is CS(C)=O. The product is [Br:1][C:2]1[CH:3]=[CH:4][C:12]2[C:11]3[C:10](=[CH:9][CH:8]=[CH:7][CH:6]=3)[C:27]([CH3:28])([CH3:15])[C:13]=2[CH:14]=1. The yield is 0.816.